The task is: Predict the product of the given reaction.. This data is from Forward reaction prediction with 1.9M reactions from USPTO patents (1976-2016). (1) Given the reactants C(OC(N1CCC([C:14]2[C:22]3[C:17](=[N:18][CH:19]=[CH:20][CH:21]=3)[NH:16][CH:15]=2)CC1)=O)(C)(C)C.Br[CH2:24][C:25]1[CH:29]=[CH:28][S:27][CH:26]=1, predict the reaction product. The product is: [N:18]1([C:14]2[C:22]3[C:17](=[N:18][CH:19]=[CH:20][CH:21]=3)[N:16]([CH2:24][C:25]3[CH:29]=[CH:28][S:27][CH:26]=3)[CH:15]=2)[CH2:19][CH2:20][CH2:21][CH2:22][CH2:17]1. (2) Given the reactants [Cl:1][C:2]1[CH:7]=[CH:6][C:5]([C@H:8]([NH:11]C(=O)OC(C)(C)C)[CH2:9][CH3:10])=[C:4]([F:19])[C:3]=1[C:20]([C:22]1[CH:23]=[N:24][C:25]([NH:28]CC2C=CC(OC)=CC=2)=[CH:26][CH:27]=1)=[O:21].FC(F)(F)C(O)=O, predict the reaction product. The product is: [NH2:11][C@@H:8]([C:5]1[C:4]([F:19])=[C:3]([C:2]([Cl:1])=[CH:7][CH:6]=1)[C:20]([C:22]1[CH:27]=[CH:26][C:25]([NH2:28])=[N:24][CH:23]=1)=[O:21])[CH2:9][CH3:10]. (3) Given the reactants C([O:5][C:6](=[O:27])[CH2:7][CH2:8][NH:9][C:10]([C:12]1[CH:21]=[C:20]2[C:15]([C:16]([Cl:26])=[CH:17][N:18]=[C:19]2[NH:22][C:23]([NH2:25])=[NH:24])=[CH:14][CH:13]=1)=[O:11])(C)(C)C.C1(C)C=CC=CC=1, predict the reaction product. The product is: [Cl:26][C:16]1[C:15]2[C:20](=[CH:21][C:12]([C:10]([NH:9][CH2:8][CH2:7][C:6]([OH:27])=[O:5])=[O:11])=[CH:13][CH:14]=2)[C:19]([NH:22][C:23]([NH2:25])=[NH:24])=[N:18][CH:17]=1. (4) Given the reactants [CH3:1][O:2][CH:3]([O:11][CH3:12])[CH2:4][CH2:5][CH2:6][C:7]([O:9][CH3:10])=[O:8].[CH2:13](O)CCO.C1(C)C=CC(S(O)(=O)=O)=CC=1.C(=O)(O)[O-].[Na+], predict the reaction product. The product is: [CH3:10][O:9][C:7](=[O:8])[CH2:6][CH2:5][CH2:4][CH:3]1[O:11][CH2:12][CH2:13][CH2:1][O:2]1. (5) Given the reactants [Cl:1][C:2]1[CH:3]=[C:4]([C:8]2[C:12]([CH2:13][O:14][C:15]3[CH:23]=[CH:22][C:18]([C:19]([OH:21])=O)=[CH:17][N:16]=3)=[C:11]([CH3:24])[O:10][N:9]=2)[CH:5]=[CH:6][CH:7]=1.F[B-](F)(F)F.N1(OC(N(C)C)=[N+](C)C)C2C=CC=CC=2N=N1.C(N(CC)C(C)C)(C)C.[NH:56]1[CH2:61][CH2:60][S:59](=[O:63])(=[O:62])[CH2:58][CH2:57]1, predict the reaction product. The product is: [Cl:1][C:2]1[CH:3]=[C:4]([C:8]2[C:12]([CH2:13][O:14][C:15]3[N:16]=[CH:17][C:18]([C:19]([N:56]4[CH2:61][CH2:60][S:59](=[O:63])(=[O:62])[CH2:58][CH2:57]4)=[O:21])=[CH:22][CH:23]=3)=[C:11]([CH3:24])[O:10][N:9]=2)[CH:5]=[CH:6][CH:7]=1. (6) Given the reactants [CH:1]1([C:5]([C:7]2[CH:12]=[CH:11][CH:10]=[C:9]([CH:13]([CH3:15])[CH3:14])[C:8]=2[OH:16])=[O:6])[CH2:4][CH2:3][CH2:2]1.[CH3:17][Mg]Br, predict the reaction product. The product is: [CH:1]1([C:5]([C:7]2[CH:12]=[CH:11][CH:10]=[C:9]([CH:13]([CH3:14])[CH3:15])[C:8]=2[OH:16])([OH:6])[CH3:17])[CH2:2][CH2:3][CH2:4]1. (7) Given the reactants [F:1][C:2]1[CH:7]=[CH:6][C:5]([N:8]2[C:16]3[C:11](=[CH:12][C:13]([O:17][C@H:18]([C:22]4[CH:27]=[CH:26][CH:25]=[C:24]([O:28][CH3:29])[CH:23]=4)[C@@H:19]([NH2:21])[CH3:20])=[CH:14][CH:15]=3)[CH:10]=[N:9]2)=[CH:4][CH:3]=1.[CH3:30][C:31]1[N:32]=[C:33]([C:36](O)=[O:37])[S:34][CH:35]=1, predict the reaction product. The product is: [F:1][C:2]1[CH:3]=[CH:4][C:5]([N:8]2[C:16]3[C:11](=[CH:12][C:13]([O:17][C@H:18]([C:22]4[CH:27]=[CH:26][CH:25]=[C:24]([O:28][CH3:29])[CH:23]=4)[C@@H:19]([NH:21][C:36]([C:33]4[S:34][CH:35]=[C:31]([CH3:30])[N:32]=4)=[O:37])[CH3:20])=[CH:14][CH:15]=3)[CH:10]=[N:9]2)=[CH:6][CH:7]=1. (8) Given the reactants [C:1]([O:5][C:6]([N:8]1[CH2:13][CH2:12][CH:11]([C:14]2[CH:19]=[CH:18][C:17]([NH:20][C:21]3[N:26]=[C:25]([CH2:27][CH2:28][C:29]4[C:34]([CH2:35][C:36]([O-:38])=O)=[CH:33][N:32]=[CH:31][N:30]=4)[C:24]([C:39]([F:42])([F:41])[F:40])=[CH:23][N:22]=3)=[CH:16][CH:15]=2)[CH2:10][CH2:9]1)=[O:7])([CH3:4])([CH3:3])[CH3:2].[Li+].O[N:45]1C2C=CC=CC=2N=N1.CCN=C=NCCCN(C)C.C(N(CC)C(C)C)(C)C.C(=O)([O-])[O-].[NH4+].[NH4+], predict the reaction product. The product is: [NH2:45][C:36](=[O:38])[CH2:35][C:34]1[C:29]([CH2:28][CH2:27][C:25]2[C:24]([C:39]([F:41])([F:40])[F:42])=[CH:23][N:22]=[C:21]([NH:20][C:17]3[CH:18]=[CH:19][C:14]([CH:11]4[CH2:10][CH2:9][N:8]([C:6]([O:5][C:1]([CH3:3])([CH3:4])[CH3:2])=[O:7])[CH2:13][CH2:12]4)=[CH:15][CH:16]=3)[N:26]=2)=[N:30][CH:31]=[N:32][CH:33]=1. (9) Given the reactants [Br:1][C:2]1[N:7]=[C:6]([CH2:8][OH:9])[CH:5]=[CH:4][C:3]=1[O:10][CH2:11][CH2:12][O:13][Si:14]([C:17]([CH3:20])([CH3:19])[CH3:18])([CH3:16])[CH3:15].I(C1C=CC=CC=1C(O)=O)(=O)=O, predict the reaction product. The product is: [Br:1][C:2]1[N:7]=[C:6]([CH:8]=[O:9])[CH:5]=[CH:4][C:3]=1[O:10][CH2:11][CH2:12][O:13][Si:14]([C:17]([CH3:20])([CH3:19])[CH3:18])([CH3:15])[CH3:16]. (10) Given the reactants [S:1]([O:8]S(C(F)(F)F)(=O)=O)([C:4]([F:7])([F:6])[F:5])(=[O:3])=[O:2].[CH:16]([C:18]1[CH:19]=[CH:20][C:21](O)=[C:22]([CH:27]=1)[C:23]([O:25][CH3:26])=[O:24])=[O:17], predict the reaction product. The product is: [CH:16]([C:18]1[CH:19]=[CH:20][C:21]([O:8][S:1]([C:4]([F:7])([F:6])[F:5])(=[O:3])=[O:2])=[C:22]([CH:27]=1)[C:23]([O:25][CH3:26])=[O:24])=[O:17].